The task is: Predict which catalyst facilitates the given reaction.. This data is from Catalyst prediction with 721,799 reactions and 888 catalyst types from USPTO. Reactant: C1CCN2C(=NCCC2)CC1.[Cl:12][C:13]1[C:14]([I:34])=[CH:15][C:16]2[N:20]=[C:19](S(C)(=O)=O)[N:18]([CH2:25][O:26][CH2:27][CH2:28][Si:29]([CH3:32])([CH3:31])[CH3:30])[C:17]=2[CH:33]=1.[C:35]([Si:39]1([C:49]([CH3:52])([CH3:51])[CH3:50])[O:44][C@H:43]2[C@H:45]([OH:48])[CH2:46][O:47][C@@H:42]2[CH2:41][O:40]1)([CH3:38])([CH3:37])[CH3:36]. Product: [C:49]([Si:39]1([C:35]([CH3:38])([CH3:37])[CH3:36])[O:44][C@H:43]2[C@H:45]([O:48][C:19]3[N:18]([CH2:25][O:26][CH2:27][CH2:28][Si:29]([CH3:32])([CH3:31])[CH3:30])[C:17]4[CH:33]=[C:13]([Cl:12])[C:14]([I:34])=[CH:15][C:16]=4[N:20]=3)[CH2:46][O:47][C@@H:42]2[CH2:41][O:40]1)([CH3:52])([CH3:51])[CH3:50]. The catalyst class is: 39.